Dataset: Catalyst prediction with 721,799 reactions and 888 catalyst types from USPTO. Task: Predict which catalyst facilitates the given reaction. (1) Reactant: Cl[C:2]1C=C(C=C[CH:11]=1)C(OO)=O.C(S[C:15]1[S:16][C:17]([C:35]([F:38])([F:37])[F:36])=[CH:18][C:19]=1[C:20]1[N:33]([CH3:34])[C:23]2=[N:24][CH:25]=[C:26]([S:28][C:29]([F:32])([F:31])[F:30])[CH:27]=[C:22]2[N:21]=1)C.[S:39]([O-:43])([O-])(=[O:41])=S.[Na+].[Na+]. Product: [CH2:2]([S:39]([C:15]1[S:16][C:17]([C:35]([F:37])([F:38])[F:36])=[CH:18][C:19]=1[C:20]1[N:33]([CH3:34])[C:23]2=[N:24][CH:25]=[C:26]([S:28][C:29]([F:30])([F:32])[F:31])[CH:27]=[C:22]2[N:21]=1)(=[O:43])=[O:41])[CH3:11]. The catalyst class is: 22. (2) Reactant: [F:1][C:2]([F:20])([F:19])[C:3]1[CH:4]=[CH:5][C:6]([N:9]2[CH2:14][CH2:13][C:12]3[N:15]=[C:16]([NH2:18])[S:17][C:11]=3[CH2:10]2)=[N:7][CH:8]=1.[CH:21]([C:32](OCC)=[O:33])([C:27](OCC)=[O:28])[C:22]([O:24][CH2:25][CH3:26])=[O:23]. Product: [CH2:25]([O:24][C:22]([C:21]1[C:27](=[O:28])[N:15]2[C:16]([S:17][C:11]3[CH2:10][N:9]([C:6]4[CH:5]=[CH:4][C:3]([C:2]([F:19])([F:1])[F:20])=[CH:8][N:7]=4)[CH2:14][CH2:13][C:12]=32)=[N:18][C:32]=1[OH:33])=[O:23])[CH3:26]. The catalyst class is: 113. (3) Reactant: [Cl:1][C:2]1[CH:3]=[CH:4][C:5]([NH:33][C:34](=[O:39])[C:35]([F:38])([F:37])[F:36])=[C:6]([CH:32]=1)[C:7]([N:9]([CH2:22][C:23]1[CH:28]=[CH:27][C:26]([CH:29]2[CH2:31][CH2:30]2)=[CH:25][CH:24]=1)[CH2:10][CH2:11][C:12]1[CH:17]=[CH:16][CH:15]=[C:14]([C:18]([F:21])([F:20])[F:19])[CH:13]=1)=[O:8].[CH3:40]N1C(=O)N(C)CCC1.[H-].[Na+].CI. Product: [Cl:1][C:2]1[CH:3]=[CH:4][C:5]([N:33]([CH3:40])[C:34](=[O:39])[C:35]([F:36])([F:37])[F:38])=[C:6]([CH:32]=1)[C:7]([N:9]([CH2:22][C:23]1[CH:28]=[CH:27][C:26]([CH:29]2[CH2:30][CH2:31]2)=[CH:25][CH:24]=1)[CH2:10][CH2:11][C:12]1[CH:17]=[CH:16][CH:15]=[C:14]([C:18]([F:21])([F:20])[F:19])[CH:13]=1)=[O:8]. The catalyst class is: 39. (4) Reactant: Br[C:2]1[CH:6]=[CH:5][S:4][C:3]=1[CH:7]=[O:8].[S:9]1[CH:13]=[CH:12][CH:11]=[C:10]1B(O)O.C(=O)(O)[O-].[Na+]. Product: [S:9]1[CH:13]=[CH:12][CH:11]=[C:10]1[C:2]1[CH:6]=[CH:5][S:4][C:3]=1[CH:7]=[O:8]. The catalyst class is: 104. (5) Product: [CH2:1]([C:8]1[CH:9]=[C:10]([CH:17]=[C:18]([CH2:20][N:21]2[CH:25]=[N:24][CH:23]=[N:22]2)[CH:19]=1)[CH:11]=[O:12])[C:2]1[CH:7]=[CH:6][CH:5]=[CH:4][CH:3]=1. Reactant: [CH2:1]([C:8]1[CH:9]=[C:10]([CH:17]=[C:18]([CH2:20][N:21]2[CH:25]=[N:24][CH:23]=[N:22]2)[CH:19]=1)[C:11](N(OC)C)=[O:12])[C:2]1[CH:7]=[CH:6][CH:5]=[CH:4][CH:3]=1.[H-].[Al+3].[Li+].[H-].[H-].[H-]. The catalyst class is: 1. (6) Reactant: C(OC(N1[CH2:11][CH:10]([C:12](=[O:43])[NH:13][C:14]2[S:15][C:16]3[CH:22]=[C:21]([O:23][S:24]([C:27]4[CH:32]=[CH:31][C:30]([NH:33][CH2:34][CH2:35][N:36]([CH:40]([CH3:42])[CH3:41])[CH:37]([CH3:39])[CH3:38])=[CH:29][CH:28]=4)(=[O:26])=[O:25])[CH:20]=[CH:19][C:17]=3[N:18]=2)C1)=O)(C)(C)C. Product: [NH2:18][CH2:17][CH2:16][CH2:22][CH2:21][CH2:20][CH2:11][CH2:10][C:12]([NH:13][C:14]1[S:15][C:16]2[CH:22]=[C:21]([O:23][S:24]([C:27]3[CH:28]=[CH:29][C:30]([NH:33][CH2:34][CH2:35][N:36]([CH:37]([CH3:38])[CH3:39])[CH:40]([CH3:42])[CH3:41])=[CH:31][CH:32]=3)(=[O:26])=[O:25])[CH:20]=[CH:19][C:17]=2[N:18]=1)=[O:43]. The catalyst class is: 12. (7) Reactant: C(OC([N:8]1[C:12]2[CH:13]=[CH:14][C:15]([Cl:17])=[CH:16][C:11]=2[N:10]=[C:9]1[C:18]1[CH:23]=[C:22]([N:24]2[CH2:29][CH2:28][CH:27]([C:30]([O:32]CC)=[O:31])[CH2:26][CH2:25]2)[CH:21]=[CH:20][C:19]=1[F:35])=O)(C)(C)C. Product: [ClH:17].[Cl:17][C:15]1[CH:14]=[CH:13][C:12]2[NH:8][C:9]([C:18]3[CH:23]=[C:22]([N:24]4[CH2:25][CH2:26][CH:27]([C:30]([OH:32])=[O:31])[CH2:28][CH2:29]4)[CH:21]=[CH:20][C:19]=3[F:35])=[N:10][C:11]=2[CH:16]=1. The catalyst class is: 33. (8) Reactant: [C:1]([NH2:5])([CH3:4])([CH3:3])[CH3:2].S([O-])([O-])(=O)=O.[Mg+2].[CH:12](=O)[CH:13]([CH3:15])[CH3:14]. Product: [CH3:12][CH:13]([CH3:15])[CH:14]=[N:5][C:1]([CH3:4])([CH3:3])[CH3:2]. The catalyst class is: 28. (9) The catalyst class is: 8. Product: [NH:20]([C:2]1[N:7]=[CH:6][N:5]=[C:4]2[N:8]([C:11]3[CH:16]=[CH:15][CH:14]=[C:13]([O:17][CH3:18])[N:12]=3)[N:9]=[CH:10][C:3]=12)[NH2:21]. Reactant: Cl[C:2]1[N:7]=[CH:6][N:5]=[C:4]2[N:8]([C:11]3[CH:16]=[CH:15][CH:14]=[C:13]([O:17][CH3:18])[N:12]=3)[N:9]=[CH:10][C:3]=12.O.[NH2:20][NH2:21].